Dataset: Catalyst prediction with 721,799 reactions and 888 catalyst types from USPTO. Task: Predict which catalyst facilitates the given reaction. (1) Reactant: [Cl:1][C:2]1[CH:3]=[C:4]([C:10]2[C:11]([CH3:26])=[N:12][N:13]([CH2:16][C:17]3[CH:18]=[CH:19][C:20]([C:23](O)=[O:24])=[N:21][CH:22]=3)[C:14]=2[CH3:15])[CH:5]=[CH:6][C:7]=1[C:8]#[N:9].C[N+:28]1(C2N=C(OC)N=C(OC)N=2)CCO[CH2:30][CH2:29]1.[Cl-].Cl.C(N)C.C(=O)([O-])O.[Na+]. Product: [Cl:1][C:2]1[CH:3]=[C:4]([C:10]2[C:11]([CH3:26])=[N:12][N:13]([CH2:16][C:17]3[CH:18]=[CH:19][C:20]([C:23]([NH:28][CH2:29][CH3:30])=[O:24])=[N:21][CH:22]=3)[C:14]=2[CH3:15])[CH:5]=[CH:6][C:7]=1[C:8]#[N:9]. The catalyst class is: 338. (2) Reactant: [Cl:1][CH2:2][CH2:3][CH2:4][N:5]1[CH2:9][CH2:8][CH2:7][CH2:6]1. Product: [Cl-:1].[CH2:2]1[N+:5]2([CH2:9][CH2:8][CH2:7][CH2:6]2)[CH2:4][CH2:3]1. The catalyst class is: 5. (3) Reactant: [H-].[Na+].[CH3:3][C:4]1[N:5]([CH2:22][CH2:23][OH:24])[C:6]2[C:11]([CH3:12])=[C:10]([CH3:13])[N:9]=[C:8]([O:14][C:15]3[CH:20]=[CH:19][CH:18]=[CH:17][CH:16]=3)[C:7]=2[N:21]=1.Br[CH2:26][C:27]#[C:28][C:29]1[CH:34]=[CH:33][CH:32]=[CH:31][CH:30]=1. Product: [CH3:3][C:4]1[N:5]([CH2:22][CH2:23][O:24][CH2:26][C:27]#[C:28][C:29]2[CH:34]=[CH:33][CH:32]=[CH:31][CH:30]=2)[C:6]2[C:11]([CH3:12])=[C:10]([CH3:13])[N:9]=[C:8]([O:14][C:15]3[CH:16]=[CH:17][CH:18]=[CH:19][CH:20]=3)[C:7]=2[N:21]=1. The catalyst class is: 9. (4) Reactant: [CH3:1][C:2]([CH3:28])([CH3:27])[C:3](=[O:26])[CH2:4][O:5][C:6]1[CH:11]=[CH:10][C:9]([C:12]([C:17]2[CH:24]=[CH:23][C:20]([C:21]#[N:22])=[CH:19][CH:18]=2)([CH2:15][CH3:16])[CH2:13][CH3:14])=[CH:8][C:7]=1[CH3:25].CN(C=O)C.[N-:34]=[N+:35]=[N-:36].[Na+].N(CC)(CC)CC.Cl. Product: [CH2:13]([C:12]([C:9]1[CH:10]=[CH:11][C:6]([O:5][CH2:4][C:3](=[O:26])[C:2]([CH3:1])([CH3:27])[CH3:28])=[C:7]([CH3:25])[CH:8]=1)([C:17]1[CH:18]=[CH:19][C:20]([C:21]2[NH:36][N:35]=[N:34][N:22]=2)=[CH:23][CH:24]=1)[CH2:15][CH3:16])[CH3:14]. The catalyst class is: 25. (5) Reactant: C([O:5][C:6](=[O:50])[CH2:7][N:8](C(OC(C)(C)C)=O)[C:9]1[CH:14]=[CH:13][CH:12]=[C:11]([CH:15]([CH2:26][C:27]2[CH:32]=[CH:31][C:30]([N:33]([CH2:39][CH2:40][CH2:41][CH3:42])[CH2:34][C:35]([F:38])([F:37])[F:36])=[CH:29][CH:28]=2)[NH:16][S:17]([C:20]2[CH:25]=[CH:24][CH:23]=[CH:22][N:21]=2)(=[O:19])=[O:18])[N:10]=1)(C)(C)C.FC(F)(F)C(O)=O. Product: [CH2:39]([N:33]([CH2:34][C:35]([F:38])([F:37])[F:36])[C:30]1[CH:31]=[CH:32][C:27]([CH2:26][CH:15]([NH:16][S:17]([C:20]2[CH:25]=[CH:24][CH:23]=[CH:22][N:21]=2)(=[O:19])=[O:18])[C:11]2[N:10]=[C:9]([NH:8][CH2:7][C:6]([OH:50])=[O:5])[CH:14]=[CH:13][CH:12]=2)=[CH:28][CH:29]=1)[CH2:40][CH2:41][CH3:42]. The catalyst class is: 2. (6) Reactant: N.[Na].[C:3]1([P:9](C2C=CC=CC=2)[C:10]2[CH:15]=[CH:14][CH:13]=[CH:12][CH:11]=2)[CH:8]=[CH:7][CH:6]=[CH:5][CH:4]=1.Br[C:23]1[N:28]=[C:27]([NH2:29])[CH:26]=[CH:25][CH:24]=1. Product: [C:10]1([P:9]([C:3]2[CH:4]=[CH:5][CH:6]=[CH:7][CH:8]=2)[C:23]2[N:28]=[C:27]([NH2:29])[CH:26]=[CH:25][CH:24]=2)[CH:11]=[CH:12][CH:13]=[CH:14][CH:15]=1. The catalyst class is: 11.